Dataset: NCI-60 drug combinations with 297,098 pairs across 59 cell lines. Task: Regression. Given two drug SMILES strings and cell line genomic features, predict the synergy score measuring deviation from expected non-interaction effect. (1) Drug 1: C1=NC2=C(N1)C(=S)N=CN2. Drug 2: CC1=C(C=C(C=C1)C(=O)NC2=CC(=CC(=C2)C(F)(F)F)N3C=C(N=C3)C)NC4=NC=CC(=N4)C5=CN=CC=C5. Cell line: HL-60(TB). Synergy scores: CSS=1.41, Synergy_ZIP=-2.67, Synergy_Bliss=-1.01, Synergy_Loewe=-6.24, Synergy_HSA=-5.72. (2) Drug 1: C1CC(=O)NC(=O)C1N2CC3=C(C2=O)C=CC=C3N. Drug 2: C1=C(C(=O)NC(=O)N1)F. Cell line: M14. Synergy scores: CSS=28.4, Synergy_ZIP=-5.42, Synergy_Bliss=-4.82, Synergy_Loewe=-7.65, Synergy_HSA=-3.15.